From a dataset of Reaction yield outcomes from USPTO patents with 853,638 reactions. Predict the reaction yield, written as a fraction of the theoretical maximum amount of product (1.0 means a 100% yield; for example, 0.34 means a 34% yield). (1) The reactants are C([O:8][C:9]1[C:10]([F:22])=[C:11]([CH2:18][C:19](=[O:21])[CH3:20])[C:12]([N+:15]([O-:17])=[O:16])=[CH:13][CH:14]=1)C1C=CC=CC=1.Br. The catalyst is C(OC(=O)C)(=O)C.C(O)(=O)C. The product is [F:22][C:10]1[C:9]([OH:8])=[CH:14][CH:13]=[C:12]([N+:15]([O-:17])=[O:16])[C:11]=1[CH2:18][C:19](=[O:21])[CH3:20]. The yield is 0.800. (2) The reactants are [F:1][C:2]1[CH:15]=[CH:14][CH:13]=[CH:12][C:3]=1[O:4][C:5]1[CH:10]=[CH:9][C:8](I)=[CH:7][CH:6]=1.[Li]CCCC.CC([O:24][B:25](OC(C)C)[O:26]C(C)C)C. The catalyst is O1CCCC1. The product is [F:1][C:2]1[CH:15]=[CH:14][CH:13]=[CH:12][C:3]=1[O:4][C:5]1[CH:10]=[CH:9][C:8]([B:25]([OH:26])[OH:24])=[CH:7][CH:6]=1. The yield is 0.900. (3) The reactants are [N+:1]([C:4]1[CH:12]=[CH:11][CH:10]=[C:9]2[C:5]=1[CH:6]=[N:7][N:8]2[CH2:13][CH:14]1[CH2:19][CH2:18][CH2:17][NH:16][CH2:15]1)([O-:3])=[O:2].C(N(CC)CC)C.[C:27](OC(=O)C)(=[O:29])[CH3:28]. The catalyst is C(Cl)Cl. The product is [N+:1]([C:4]1[CH:12]=[CH:11][CH:10]=[C:9]2[C:5]=1[CH:6]=[N:7][N:8]2[CH2:13][CH:14]1[CH2:19][CH2:18][CH2:17][N:16]([C:27](=[O:29])[CH3:28])[CH2:15]1)([O-:3])=[O:2]. The yield is 0.520. (4) The reactants are [CH:1]([C:3]1[O:11][C:10]2[C:9]([C:12]3[CH2:17][CH2:16][N:15]([S:18]([N:21]([CH3:23])[CH3:22])(=[O:20])=[O:19])[CH2:14][CH:13]=3)=[CH:8][N:7]=[CH:6][C:5]=2[CH:4]=1)=O.[CH2:24]1[S:30][C:28](=[O:29])[NH:27][C:25]1=[O:26].NCCC(O)=O. The catalyst is C(O)(=O)C. The product is [O:29]=[C:28]1[NH:27][C:25](=[O:26])/[C:24](=[CH:1]/[C:3]2[O:11][C:10]3[C:9]([C:12]4[CH2:17][CH2:16][N:15]([S:18]([N:21]([CH3:22])[CH3:23])(=[O:19])=[O:20])[CH2:14][CH:13]=4)=[CH:8][N:7]=[CH:6][C:5]=3[CH:4]=2)/[S:30]1. The yield is 0.460. (5) The reactants are C([O:3][C:4](=[O:34])[C:5]([O:8][C:9]1[CH:14]=[CH:13][CH:12]=[C:11]([C:15]2[CH:20]=[C:19]([NH:21][CH2:22][CH2:23][C:24]3[CH:29]=[CH:28][C:27]([O:30][CH3:31])=[CH:26][CH:25]=3)[N:18]=[C:17]([O:32][CH3:33])[N:16]=2)[CH:10]=1)([CH3:7])[CH3:6])C.[OH-].[Na+]. The catalyst is CO.C1COCC1.O. The product is [CH3:33][O:32][C:17]1[N:16]=[C:15]([C:11]2[CH:10]=[C:9]([CH:14]=[CH:13][CH:12]=2)[O:8][C:5]([CH3:6])([CH3:7])[C:4]([OH:34])=[O:3])[CH:20]=[C:19]([NH:21][CH2:22][CH2:23][C:24]2[CH:29]=[CH:28][C:27]([O:30][CH3:31])=[CH:26][CH:25]=2)[N:18]=1. The yield is 0.720.